From a dataset of Reaction yield outcomes from USPTO patents with 853,638 reactions. Predict the reaction yield, written as a fraction of the theoretical maximum amount of product (1.0 means a 100% yield; for example, 0.34 means a 34% yield). The reactants are [OH:1][CH:2]1[CH2:7][CH2:6][N:5]([CH2:8][C:9]2[CH:28]=[CH:27][C:12]([CH2:13][O:14][C:15]3[CH:20]=[CH:19][C:18]([CH2:21][CH2:22][C:23]([O:25]C)=[O:24])=[CH:17][CH:16]=3)=[CH:11][CH:10]=2)[CH2:4][CH2:3]1.[CH:29]([C:32]1[CH:37]=[CH:36][CH:35]=[C:34]([CH:38]([CH3:40])[CH3:39])[C:33]=1O)([CH3:31])[CH3:30].C(P(CCCC)CCCC)CCC.N(C(N1CCCCC1)=O)=NC(N1CCCCC1)=O.[OH-].[Na+].Cl. The product is [CH:38]([C:34]1[CH:35]=[CH:36][CH:37]=[C:32]([CH:29]([CH3:31])[CH3:30])[C:33]=1[O:1][CH:2]1[CH2:7][CH2:6][N:5]([CH2:8][C:9]2[CH:10]=[CH:11][C:12]([CH2:13][O:14][C:15]3[CH:16]=[CH:17][C:18]([CH2:21][CH2:22][C:23]([OH:25])=[O:24])=[CH:19][CH:20]=3)=[CH:27][CH:28]=2)[CH2:4][CH2:3]1)([CH3:40])[CH3:39]. The catalyst is C(OCC)(=O)C.O1CCCC1.CO.C(OCC)C. The yield is 0.160.